This data is from Reaction yield outcomes from USPTO patents with 853,638 reactions. The task is: Predict the reaction yield, written as a fraction of the theoretical maximum amount of product (1.0 means a 100% yield; for example, 0.34 means a 34% yield). (1) The yield is 0.182. The reactants are [CH3:1][N:2]1[C:10]([CH2:11][N:12]2[CH2:17][CH2:16][CH:15]([C:18]([OH:21])([CH3:20])[CH3:19])[CH2:14][CH2:13]2)=[N:9][C:8]2[C:3]1=[N:4][C:5]([Sn](CCCC)(CCCC)CCCC)=[N:6][C:7]=2[N:22]1[CH2:27][CH2:26][O:25][CH2:24][CH2:23]1.Br[C:42]1[CH:51]=[CH:50][CH:49]=[C:48]2[C:43]=1[CH:44]=[CH:45][N:46]=[C:47]2[NH2:52]. The product is [NH2:52][C:47]1[C:48]2[C:43](=[C:42]([C:5]3[N:4]=[C:3]4[C:8]([N:9]=[C:10]([CH2:11][N:12]5[CH2:13][CH2:14][CH:15]([C:18]([OH:21])([CH3:20])[CH3:19])[CH2:16][CH2:17]5)[N:2]4[CH3:1])=[C:7]([N:22]4[CH2:27][CH2:26][O:25][CH2:24][CH2:23]4)[N:6]=3)[CH:51]=[CH:50][CH:49]=2)[CH:44]=[CH:45][N:46]=1. The catalyst is O1CCOCC1.S1C=CC=C1C([O-])=O.[Cu+].C1C=CC([P]([Pd]([P](C2C=CC=CC=2)(C2C=CC=CC=2)C2C=CC=CC=2)([P](C2C=CC=CC=2)(C2C=CC=CC=2)C2C=CC=CC=2)[P](C2C=CC=CC=2)(C2C=CC=CC=2)C2C=CC=CC=2)(C2C=CC=CC=2)C2C=CC=CC=2)=CC=1. (2) The reactants are [Cl:1][C:2]1[C:7]([N:8]2[CH2:17][C:16]3[C:11](=[N:12][C:13](SC)=[N:14][CH:15]=3)[N:10]([CH2:20][CH3:21])[C:9]2=[O:22])=[CH:6][C:5]([NH:23][C:24]([NH:26][C:27]2[CH:32]=[CH:31][CH:30]=[C:29]([C:33]([F:36])([F:35])[F:34])[CH:28]=2)=[O:25])=[C:4]([F:37])[CH:3]=1.C1C=C(Cl)C=C(C(OO)=O)C=1.[CH3:49][NH2:50]. No catalyst specified. The product is [Cl:1][C:2]1[C:7]([N:8]2[CH2:17][C:16]3[C:11](=[N:12][C:13]([NH:50][CH3:49])=[N:14][CH:15]=3)[N:10]([CH2:20][CH3:21])[C:9]2=[O:22])=[CH:6][C:5]([NH:23][C:24]([NH:26][C:27]2[CH:32]=[CH:31][CH:30]=[C:29]([C:33]([F:36])([F:35])[F:34])[CH:28]=2)=[O:25])=[C:4]([F:37])[CH:3]=1. The yield is 0.880. (3) The reactants are [O:1]1[CH:5]=[CH:4][CH:3]=[C:2]1[C:6]1[O:7][C:8]([CH3:21])=[C:9]([CH2:11][O:12][C:13]2[CH:20]=[CH:19][C:16]([C:17]#N)=[CH:15][N:14]=2)[N:10]=1.C1(C)C=CC=CC=1.[H-].C([Al+]CC(C)C)C(C)C.[Cl-].[NH4+].C(OCC)(=[O:43])C. The catalyst is CCCCCC. The product is [O:1]1[CH:5]=[CH:4][CH:3]=[C:2]1[C:6]1[O:7][C:8]([CH3:21])=[C:9]([CH2:11][O:12][C:13]2[CH:20]=[CH:19][C:16]([CH:17]=[O:43])=[CH:15][N:14]=2)[N:10]=1. The yield is 0.470. (4) The reactants are [NH4+:1].[OH-].[CH:3]1([O:9][CH2:10][C:11](Cl)=[O:12])[CH2:8][CH2:7][CH2:6][CH2:5][CH2:4]1. The catalyst is C(Cl)Cl. The product is [CH:3]1([O:9][CH2:10][C:11]([NH2:1])=[O:12])[CH2:8][CH2:7][CH2:6][CH2:5][CH2:4]1. The yield is 0.560. (5) The reactants are [N+:1]([C:4]1[C:12]2[S:11][C:10]([NH2:13])=[N:9][C:8]=2[CH:7]=[C:6]([C:14]2[CH:15]=[N:16][CH:17]=[CH:18][CH:19]=2)[CH:5]=1)([O-:3])=[O:2].[CH2:20]([N:22]=[C:23]=[O:24])[CH3:21]. The catalyst is O1CCOCC1. The product is [CH2:20]([NH:22][C:23]([NH:13][C:10]1[S:11][C:12]2[C:4]([N+:1]([O-:3])=[O:2])=[CH:5][C:6]([C:14]3[CH:15]=[N:16][CH:17]=[CH:18][CH:19]=3)=[CH:7][C:8]=2[N:9]=1)=[O:24])[CH3:21]. The yield is 0.240. (6) The reactants are [OH:1][C:2]1[CH:10]=[CH:9][C:5]([C:6](O)=[O:7])=[CH:4][C:3]=1[O:11][CH3:12]. The catalyst is O.[OH-].[Na+]. The product is [OH:1][C:2]1[CH:10]=[CH:9][C:5]([CH:6]=[O:7])=[CH:4][C:3]=1[O:11][CH3:12]. The yield is 0.870. (7) The reactants are [Cl:1]C1C(C)=C(C=CC=1)N.C1(NC(=O)C)C2CCCCC=2C=CC=1.[Br:24][C:25]1[C:34]2CCC[CH2:30][C:29]=2[C:28]([NH:35][C:36](=[O:38])[CH3:37])=[CH:27][CH:26]=1. No catalyst specified. The product is [Br:24][C:25]1[CH:26]=[CH:27][C:28]([NH:35][C:36](=[O:38])[CH3:37])=[C:29]([CH3:30])[C:34]=1[Cl:1]. The yield is 0.960. (8) The reactants are [C:1]1([Mg]Br)[CH:6]=[CH:5][CH:4]=[CH:3][CH:2]=1.[CH:9](=[O:13])/[CH:10]=[CH:11]/[CH3:12].[Cl-].[NH4+]. The catalyst is O1CCCC1.CCOCC. The product is [C:1]1([CH:9]([OH:13])[CH:10]=[CH:11][CH3:12])[CH:6]=[CH:5][CH:4]=[CH:3][CH:2]=1. The yield is 0.999. (9) The reactants are [CH2:1]([Sn](CCCC)(CCCC)C=C)[CH2:2]CC.Cl[C:17]1[CH:22]=[CH:21][C:20]([N+:23]([O-:25])=[O:24])=[CH:19][N:18]=1.C1(C)C(O)=CC=CC=1.[F-].[Na+]. The catalyst is C1COCC1.CCOC(C)=O. The product is [CH:1]([C:17]1[CH:22]=[CH:21][C:20]([N+:23]([O-:25])=[O:24])=[CH:19][N:18]=1)=[CH2:2]. The yield is 0.890. (10) The reactants are N12CCCN=C1CCCCC2.CO[C:14](=[O:37])[C:15]1[CH:20]=[CH:19][CH:18]=[C:17]([CH2:21][NH:22][C:23]([O:25][CH2:26][C:27]2[CH:32]=[CH:31][CH:30]=[CH:29][CH:28]=2)=[O:24])[C:16]=1[C:33]([O:35]C)=O.Cl.[NH2:39][CH:40]1[CH2:46][CH2:45][C:44](=[O:47])[NH:43][C:41]1=[O:42].O. The catalyst is CN(C=O)C. The product is [CH2:26]([O:25][C:23](=[O:24])[NH:22][CH2:21][C:17]1[CH:18]=[CH:19][CH:20]=[C:15]2[C:16]=1[C:33](=[O:35])[N:39]([CH:40]1[CH2:46][CH2:45][C:44](=[O:47])[NH:43][C:41]1=[O:42])[C:14]2=[O:37])[C:27]1[CH:28]=[CH:29][CH:30]=[CH:31][CH:32]=1. The yield is 0.240.